From a dataset of Catalyst prediction with 721,799 reactions and 888 catalyst types from USPTO. Predict which catalyst facilitates the given reaction. (1) Reactant: [C:1]([NH:4][C:5]1[N:6]=[C:7](OS(C2C(C(C)C)=CC(C(C)C)=CC=2C(C)C)(=O)=O)[C:8]2[S:13][C:12](=[O:14])[N:11]([C@@H:15]3[O:27][C@H:26]([CH2:28][O:29][C:30](=[O:32])[CH3:31])[C@@H:21]([O:22][C:23](=[O:25])[CH3:24])[C@H:16]3[O:17][C:18](=[O:20])[CH3:19])[C:9]=2[N:10]=1)(=[O:3])[CH3:2].[CH3:52][NH2:53]. Product: [C:1]([NH:4][C:5]1[N:6]=[C:7]([NH:53][CH3:52])[C:8]2[S:13][C:12](=[O:14])[N:11]([C@@H:15]3[O:27][C@H:26]([CH2:28][O:29][C:30](=[O:32])[CH3:31])[C@@H:21]([O:22][C:23](=[O:25])[CH3:24])[C@H:16]3[O:17][C:18](=[O:20])[CH3:19])[C:9]=2[N:10]=1)(=[O:3])[CH3:2]. The catalyst class is: 169. (2) Reactant: [CH3:1][CH2:2][Mg+].[Br-].CON(C)[C:8]([C:10]1[CH:11]=[C:12]2[C:16](=[CH:17][CH:18]=1)[NH:15][N:14]=[CH:13]2)=[O:9]. Product: [NH:15]1[C:16]2[C:12](=[CH:11][C:10]([C:8](=[O:9])[CH2:2][CH3:1])=[CH:18][CH:17]=2)[CH:13]=[N:14]1. The catalyst class is: 1. (3) Reactant: C([Si]([O:8][C:9]1[CH:14]=[CH:13][C:12](B2OC(C)(C)C(C)(C)O2)=[C:11]([O:24][CH3:25])[CH:10]=1)(C)C)(C)(C)C.Br[C:27]1[S:31][C:30]([N:32]([CH3:43])[CH:33]2[CH2:38][C:37]([CH3:40])([CH3:39])[NH:36][C:35]([CH3:42])([CH3:41])[CH2:34]2)=[N:29][N:28]=1.C([O-])([O-])=O.[Na+].[Na+]. Product: [CH3:25][O:24][C:11]1[CH:10]=[C:9]([OH:8])[CH:14]=[CH:13][C:12]=1[C:27]1[S:31][C:30]([N:32]([CH3:43])[CH:33]2[CH2:38][C:37]([CH3:39])([CH3:40])[NH:36][C:35]([CH3:42])([CH3:41])[CH2:34]2)=[N:29][N:28]=1. The catalyst class is: 667. (4) Reactant: C1CCC(N=C=NC2CCCCC2)CC1.C(Cl)Cl.[CH3:19][O:20][C:21]1[CH:26]=[C:25]([O:27][CH3:28])[N:24]=[C:23]([N:29]2[C:38](=[O:39])[C:37]3[C:32](=[CH:33][C:34]([C:40](O)=[O:41])=[CH:35][CH:36]=3)[NH:31][C:30]2=[S:43])[N:22]=1.[N:44]1[CH:49]=[CH:48][C:47]([CH2:50][NH2:51])=[CH:46][CH:45]=1. Product: [CH3:19][O:20][C:21]1[CH:26]=[C:25]([O:27][CH3:28])[N:24]=[C:23]([N:29]2[C:38](=[O:39])[C:37]3[C:32](=[CH:33][C:34]([C:40]([NH:51][CH2:50][C:47]4[CH:48]=[CH:49][N:44]=[CH:45][CH:46]=4)=[O:41])=[CH:35][CH:36]=3)[NH:31][C:30]2=[S:43])[N:22]=1. The catalyst class is: 3. (5) Reactant: C(OC([N:8]1[CH2:13][CH2:12][N:11]([CH2:14][C:15]([NH:17][C:18]2[S:19][C:20]([C:28]([CH:30]3[CH2:35][CH2:34][O:33][CH2:32][CH2:31]3)=[O:29])=[C:21]([C:23]3[O:24][CH:25]=[CH:26][CH:27]=3)[N:22]=2)=[O:16])[CH2:10][CH2:9]1)=O)(C)(C)C.FC(F)(F)C(O)=O. Product: [O:24]1[CH:25]=[CH:26][CH:27]=[C:23]1[C:21]1[N:22]=[C:18]([NH:17][C:15](=[O:16])[CH2:14][N:11]2[CH2:12][CH2:13][NH:8][CH2:9][CH2:10]2)[S:19][C:20]=1[C:28]([CH:30]1[CH2:35][CH2:34][O:33][CH2:32][CH2:31]1)=[O:29]. The catalyst class is: 4. (6) Reactant: [C:1]([NH:9][NH2:10])(=O)[C:2]1[CH:7]=[CH:6][N:5]=[CH:4][CH:3]=1.CS[C:13]([N:16]1[CH2:21][CH2:20][O:19][CH2:18][CH:17]1[C:22]1[CH:26]=[C:25]([C:27]2[CH:32]=[CH:31][CH:30]=[C:29]([Cl:33])[CH:28]=2)[O:24][N:23]=1)=[N:14][CH3:15]. Product: [Cl:33][C:29]1[CH:28]=[C:27]([C:25]2[O:24][N:23]=[C:22]([CH:17]3[CH2:18][O:19][CH2:20][CH2:21][N:16]3[C:13]3[N:14]([CH3:15])[C:1]([C:2]4[CH:7]=[CH:6][N:5]=[CH:4][CH:3]=4)=[N:9][N:10]=3)[CH:26]=2)[CH:32]=[CH:31][CH:30]=1. The catalyst class is: 412.